From a dataset of NCI-60 drug combinations with 297,098 pairs across 59 cell lines. Regression. Given two drug SMILES strings and cell line genomic features, predict the synergy score measuring deviation from expected non-interaction effect. Drug 1: CCN(CC)CCNC(=O)C1=C(NC(=C1C)C=C2C3=C(C=CC(=C3)F)NC2=O)C. Synergy scores: CSS=-4.52, Synergy_ZIP=2.35, Synergy_Bliss=1.02, Synergy_Loewe=-2.58, Synergy_HSA=-2.29. Drug 2: CNC(=O)C1=NC=CC(=C1)OC2=CC=C(C=C2)NC(=O)NC3=CC(=C(C=C3)Cl)C(F)(F)F. Cell line: OVCAR-5.